The task is: Predict the reactants needed to synthesize the given product.. This data is from Full USPTO retrosynthesis dataset with 1.9M reactions from patents (1976-2016). (1) Given the product [Br:21][C:9]1[CH:14]=[CH:13][C:12]([C@@H:15]2[CH2:17][C@H:16]2[N+:18]([O-:20])=[O:19])=[CH:11][CH:10]=1, predict the reactants needed to synthesize it. The reactants are: C(O[C:9]1[CH:14]=[CH:13][C:12]([C@H:15]2[CH2:17][C@@H:16]2[N+:18]([O-:20])=[O:19])=[CH:11][CH:10]=1)C1C=CC=CC=1.[Br:21]C1C=CC(/C=C/[N+]([O-])=O)=CC=1. (2) The reactants are: O[CH2:2][CH:3]([C:7]1[S:8][C:9]([C:12]2[C:13]3[CH:20]=[CH:19][N:18](COCC[Si](C)(C)C)[C:14]=3[N:15]=[CH:16][N:17]=2)=[CH:10][N:11]=1)[CH2:4][C:5]#[N:6].CS(Cl)(=O)=O.[C-:34]#[N:35].[Na+]. Given the product [N:15]1[C:14]2[NH:18][CH:19]=[CH:20][C:13]=2[C:12]([C:9]2[S:8][C:7]([CH:3]([CH2:2][C:34]#[N:35])[CH2:4][C:5]#[N:6])=[N:11][CH:10]=2)=[N:17][CH:16]=1, predict the reactants needed to synthesize it. (3) Given the product [Cl:22][C:23]1[CH:30]=[CH:29][CH:28]=[C:27]([F:31])[C:24]=1[CH2:25][C:2]1[CH:10]=[CH:9][C:8]([C:11]([NH2:13])=[O:12])=[C:7]2[C:3]=1[CH:4]=[C:5]([C:14]1[CH:19]=[CH:18][C:17]([CH3:20])=[CH:16][CH:15]=1)[NH:6]2, predict the reactants needed to synthesize it. The reactants are: I[C:2]1[CH:10]=[CH:9][C:8]([C:11]([NH2:13])=[O:12])=[C:7]2[C:3]=1[CH:4]=[C:5]([C:14]1[CH:19]=[CH:18][C:17]([CH3:20])=[CH:16][CH:15]=1)[NH:6]2.[Br-].[Cl:22][C:23]1[CH:30]=[CH:29][CH:28]=[C:27]([F:31])[C:24]=1[CH2:25][Zn+]. (4) Given the product [CH3:11][O:10][CH2:9][CH2:8][C:5]1[CH:6]=[CH:7][C:2]([C:16]#[C:15][C:13]([NH:17][C:18](=[O:24])[O:19][C:20]([CH3:23])([CH3:22])[CH3:21])([CH3:14])[CH3:12])=[CH:3][CH:4]=1, predict the reactants needed to synthesize it. The reactants are: Br[C:2]1[CH:7]=[CH:6][C:5]([CH2:8][CH2:9][O:10][CH3:11])=[CH:4][CH:3]=1.[CH3:12][C:13]([NH:17][C:18](=[O:24])[O:19][C:20]([CH3:23])([CH3:22])[CH3:21])([C:15]#[CH:16])[CH3:14]. (5) Given the product [C:1]([CH:5]([C:16]1[CH:17]=[CH:18][N:19]2[C:24]([CH:25]=1)=[CH:23][CH:22]=[C:21]([C:26]([OH:28])=[O:27])[C:20]2=[O:31])[CH2:6][C:7]([OH:9])=[O:8])([OH:3])=[O:2], predict the reactants needed to synthesize it. The reactants are: [C:1]([C:5]([C:16]1[CH:17]=[CH:18][N:19]2[C:24]([CH:25]=1)=[CH:23][CH:22]=[C:21]([C:26]([O:28]CC)=[O:27])[C:20]2=[O:31])(C(OC)=O)[CH2:6][C:7]([O:9]CC)=[O:8])([O:3]C)=[O:2].O=C1N2C(C=CC=C2)=CC=C1C(OCC)=O. (6) Given the product [CH:23]([O:22][C:20](=[O:21])/[C:19](/[C:33]1[CH:34]=[N:29][CH:30]=[N:31][CH:32]=1)=[CH:18]/[N:15]1[CH:16]=[N:17][C:13]([C:5]2[CH:4]=[C:3]([C:2]([F:28])([F:27])[F:1])[CH:8]=[C:7]([C:9]([F:12])([F:11])[F:10])[CH:6]=2)=[N:14]1)([CH3:25])[CH3:24], predict the reactants needed to synthesize it. The reactants are: [F:1][C:2]([F:28])([F:27])[C:3]1[CH:4]=[C:5]([C:13]2[N:17]=[CH:16][N:15](/[CH:18]=[C:19](\Br)/[C:20]([O:22][CH:23]([CH3:25])[CH3:24])=[O:21])[N:14]=2)[CH:6]=[C:7]([C:9]([F:12])([F:11])[F:10])[CH:8]=1.[N:29]1[CH:34]=[C:33](B(O)O)[CH:32]=[N:31][CH:30]=1.C([O-])(=O)C.[K+].